Dataset: CYP2D6 inhibition data for predicting drug metabolism from PubChem BioAssay. Task: Regression/Classification. Given a drug SMILES string, predict its absorption, distribution, metabolism, or excretion properties. Task type varies by dataset: regression for continuous measurements (e.g., permeability, clearance, half-life) or binary classification for categorical outcomes (e.g., BBB penetration, CYP inhibition). Dataset: cyp2d6_veith. The drug is Cc1cnc(CNc2nc(-c3ccc4c(c3)OCO4)nc3ccccc23)cn1. The result is 1 (inhibitor).